Dataset: Full USPTO retrosynthesis dataset with 1.9M reactions from patents (1976-2016). Task: Predict the reactants needed to synthesize the given product. (1) Given the product [I:1][C:2]1[C:10]2[C:5](=[CH:6][C:7]([C@H:11]3[C@@:13]4([C:21]5[C:16](=[CH:17][CH:18]=[CH:19][CH:20]=5)[N:15]([CH2:43][CH2:44][O:45][CH3:46])[C:14]4=[O:22])[CH2:12]3)=[CH:8][CH:9]=2)[NH:4][N:3]=1, predict the reactants needed to synthesize it. The reactants are: [I:1][C:2]1[C:10]2[C:5](=[CH:6][C:7]([C@H:11]3[C@@:13]4([C:21]5[C:16](=[CH:17][CH:18]=[CH:19][CH:20]=5)[NH:15][C:14]4=[O:22])[CH2:12]3)=[CH:8][CH:9]=2)[NH:4][N:3]=1.N1C2C(=CC=C([C@H]3[C@@]4(C5C(=CC=CC=5)N([CH2:43][CH2:44][O:45][CH3:46])C4=O)C3)C=2)C=N1. (2) Given the product [C:4]([O:3][C:1]([N:8]1[CH2:13][CH2:12][CH2:11][C@H:10]([O:14][S:23]([CH3:22])(=[O:25])=[O:24])[CH2:9]1)=[O:2])([CH3:7])([CH3:6])[CH3:5], predict the reactants needed to synthesize it. The reactants are: [C:1]([N:8]1[CH2:13][CH2:12][CH2:11][C@H:10]([OH:14])[CH2:9]1)([O:3][C:4]([CH3:7])([CH3:6])[CH3:5])=[O:2].CCN(CC)CC.[CH3:22][S:23](Cl)(=[O:25])=[O:24]. (3) Given the product [OH:1][C:2]1[CH:7]=[CH:6][CH:5]=[CH:4][C:3]=1[C:8](=[O:10])[CH:9]=[CH:19][C:18]1[CH:21]=[C:22]([CH3:25])[C:23]([CH3:24])=[C:16]([C:14]([OH:15])=[O:13])[C:17]=1[O:26][CH3:27], predict the reactants needed to synthesize it. The reactants are: [OH:1][C:2]1[CH:7]=[CH:6][CH:5]=[CH:4][C:3]=1[C:8](=[O:10])[CH3:9].C([O:13][C:14]([C:16]1[C:17]([O:26][CH3:27])=[C:18]([CH:21]=[C:22]([CH3:25])[C:23]=1[CH3:24])[CH:19]=O)=[O:15])C.